From a dataset of Full USPTO retrosynthesis dataset with 1.9M reactions from patents (1976-2016). Predict the reactants needed to synthesize the given product. (1) The reactants are: [H-].[Na+].[OH:3][C:4]1[CH:5]=[N:6][CH:7]=[CH:8][CH:9]=1.Br[CH2:11][CH2:12][O:13][CH:14]1[CH2:19][CH2:18][CH2:17][CH2:16][O:15]1. Given the product [O:15]1[CH2:16][CH2:17][CH2:18][CH2:19][CH:14]1[O:13][CH2:12][CH2:11][O:3][C:4]1[CH:5]=[N:6][CH:7]=[CH:8][CH:9]=1, predict the reactants needed to synthesize it. (2) Given the product [CH3:45][CH:46]([CH:48]([NH:52][C:20]([C:17]1[CH:18]=[CH:19][C:14]([C:3]2[CH:4]=[C:5]([C:8]3[O:9][C:10]([CH3:13])=[N:11][N:12]=3)[CH:6]=[CH:7][C:2]=2[CH3:1])=[CH:15][CH:16]=1)=[O:21])[CH:49]([CH3:51])[CH3:50])[CH3:47], predict the reactants needed to synthesize it. The reactants are: [CH3:1][C:2]1[CH:7]=[CH:6][C:5]([C:8]2[O:9][C:10]([CH3:13])=[N:11][N:12]=2)=[CH:4][C:3]=1[C:14]1[CH:19]=[CH:18][C:17]([C:20](O)=[O:21])=[CH:16][CH:15]=1.C1C=CC2N(O)N=NC=2C=1.Cl.CN(C)CCCN=C=NCC.[CH3:45][CH:46]([CH:48]([NH2:52])[CH:49]([CH3:51])[CH3:50])[CH3:47].